This data is from Full USPTO retrosynthesis dataset with 1.9M reactions from patents (1976-2016). The task is: Predict the reactants needed to synthesize the given product. (1) Given the product [ClH:44].[C:28]1([C:27]2[C:18]([C:15]3[CH:14]=[CH:13][C:12]([C:8]4([NH2:7])[CH2:11][CH2:10][CH2:9]4)=[CH:17][CH:16]=3)=[N:19][C:20]3[CH:21]=[CH:22][N:23]4[C:36]([C:37]5[N:38]=[CH:39][CH:40]=[CH:41][N:42]=5)=[N:35][N:34]=[C:24]4[C:25]=3[CH:26]=2)[CH:29]=[CH:30][CH:31]=[CH:32][CH:33]=1, predict the reactants needed to synthesize it. The reactants are: C(OC(=O)[NH:7][C:8]1([C:12]2[CH:17]=[CH:16][C:15]([C:18]3[C:27]([C:28]4[CH:33]=[CH:32][CH:31]=[CH:30][CH:29]=4)=[CH:26][C:25]4[C:24]5=[N:34][N:35]=[C:36]([C:37]6[N:42]=[CH:41][CH:40]=[CH:39][N:38]=6)[N:23]5[CH:22]=[CH:21][C:20]=4[N:19]=3)=[CH:14][CH:13]=2)[CH2:11][CH2:10][CH2:9]1)(C)(C)C.[ClH:44].CCOC(C)=O. (2) Given the product [N:6]#[N:7].[N:17]1[N:18]=[C:19]([S:26][C:2]2[CH:3]=[CH:4][C:5]3[N:6]([CH:8]=[C:9]([NH:11][C:12]([CH:14]4[CH2:16][CH2:15]4)=[O:13])[N:10]=3)[N:7]=2)[N:20]2[CH:25]=[CH:24][CH:23]=[CH:22][C:21]=12, predict the reactants needed to synthesize it. The reactants are: Cl[C:2]1[CH:3]=[CH:4][C:5]2[N:6]([CH:8]=[C:9]([NH:11][C:12]([CH:14]3[CH2:16][CH2:15]3)=[O:13])[N:10]=2)[N:7]=1.[N:17]1[N:18]=[C:19]([SH:26])[N:20]2[CH:25]=[CH:24][CH:23]=[CH:22][C:21]=12.C([O-])([O-])=O.[K+].[K+]. (3) Given the product [OH:64][CH2:63][CH2:62][N:61]([CH3:60])[C:34](=[O:35])[CH2:33][CH:30]1[S:29][C:28]([C:16]2[NH:17][C:18]3[C:14]([CH:15]=2)=[CH:13][C:12]([O:11][C:8]2[CH:9]=[N:10][C:5]([S:2]([CH3:1])(=[O:3])=[O:4])=[CH:6][CH:7]=2)=[CH:20][C:19]=3[O:21][CH:22]2[CH2:23][CH2:24][O:25][CH2:26][CH2:27]2)=[N:32][CH2:31]1, predict the reactants needed to synthesize it. The reactants are: [CH3:1][S:2]([C:5]1[N:10]=[CH:9][C:8]([O:11][C:12]2[CH:13]=[C:14]3[C:18](=[C:19]([O:21][CH:22]4[CH2:27][CH2:26][O:25][CH2:24][CH2:23]4)[CH:20]=2)[NH:17][C:16]([C:28]2[S:29][CH:30]([CH2:33][C:34](O)=[O:35])[CH2:31][N:32]=2)=[CH:15]3)=[CH:7][CH:6]=1)(=[O:4])=[O:3].O.ON1C2C=CC=CC=2N=N1.Cl.C(N=C=NCCCN(C)C)C.[CH3:60][NH:61][CH2:62][CH2:63][OH:64]. (4) Given the product [F:1][C:2]([F:7])([F:6])[C:3]([OH:5])=[O:4].[C:8]([N:11]1[C:20]2[C:15](=[CH:16][C:17]([C:21]3[N:22]=[CH:23][N:24]([CH2:26][C:27]([OH:29])=[O:28])[CH:25]=3)=[CH:18][CH:19]=2)[C@H:14]([NH:34][C:35]([O:37][CH:38]([CH3:40])[CH3:39])=[O:36])[CH2:13][C@@H:12]1[CH3:41])(=[O:10])[CH3:9], predict the reactants needed to synthesize it. The reactants are: [F:1][C:2]([F:7])([F:6])[C:3]([OH:5])=[O:4].[C:8]([N:11]1[C:20]2[C:15](=[CH:16][C:17]([C:21]3[N:22]=[CH:23][N:24]([CH2:26][C:27]([O:29]C(C)(C)C)=[O:28])[CH:25]=3)=[CH:18][CH:19]=2)[C@H:14]([NH:34][C:35]([O:37][CH:38]([CH3:40])[CH3:39])=[O:36])[CH2:13][C@@H:12]1[CH3:41])(=[O:10])[CH3:9]. (5) Given the product [NH2:22][C@@:21]([C:16]1[CH:15]=[CH:14][C:13]2[C:18](=[CH:19][CH:20]=[C:11]([O:10][CH:7]3[CH2:6][CH2:5][CH:4]([CH:1]([CH3:3])[CH3:2])[CH2:9][CH2:8]3)[CH:12]=2)[CH:17]=1)([CH3:27])[CH2:25][OH:24], predict the reactants needed to synthesize it. The reactants are: [CH:1]([CH:4]1[CH2:9][CH2:8][CH:7]([O:10][C:11]2[CH:12]=[C:13]3[C:18](=[CH:19][CH:20]=2)[CH:17]=[C:16]([C@:21]2([CH3:27])[CH2:25][O:24]C(=O)[NH:22]2)[CH:15]=[CH:14]3)[CH2:6][CH2:5]1)([CH3:3])[CH3:2].C(O)C.O.[OH-].[Li+].O.